The task is: Predict the reaction yield, written as a fraction of the theoretical maximum amount of product (1.0 means a 100% yield; for example, 0.34 means a 34% yield).. This data is from Reaction yield outcomes from USPTO patents with 853,638 reactions. (1) The reactants are [F:1][C:2]1[CH:25]=[C:24]([N+:26]([O-:28])=[O:27])[CH:23]=[CH:22][C:3]=1[O:4][C:5]1[CH:10]=[CH:9][N:8]=[C:7]2[CH:11]=[C:12]([C:14]3[N:19]=[CH:18][C:17]([CH2:20]O)=[CH:16][CH:15]=3)[S:13][C:6]=12.S(Cl)([Cl:31])=O. No catalyst specified. The product is [Cl:31][CH2:20][C:17]1[CH:16]=[CH:15][C:14]([C:12]2[S:13][C:6]3[C:7](=[N:8][CH:9]=[CH:10][C:5]=3[O:4][C:3]3[CH:22]=[CH:23][C:24]([N+:26]([O-:28])=[O:27])=[CH:25][C:2]=3[F:1])[CH:11]=2)=[N:19][CH:18]=1. The yield is 0.880. (2) The product is [CH2:14]([N:21]([CH2:22][CH2:23][CH2:24][CH3:25])[C:27](=[O:28])[O:29][CH3:30])[C:15]1[CH:20]=[CH:19][CH:18]=[CH:17][CH:16]=1. The yield is 0.380. The reactants are C(N)C1C=CC=CC=1.C(I)CCC.[CH2:14]([NH:21][CH2:22][CH2:23][CH2:24][CH3:25])[C:15]1[CH:20]=[CH:19][CH:18]=[CH:17][CH:16]=1.Cl[C:27]([O:29][CH3:30])=[O:28]. No catalyst specified. (3) The reactants are [F:1][C:2]1[CH:9]=[CH:8][C:5]([C:6]#[N:7])=[CH:4][C:3]=1[C:10]([C:12]1[CH:21]=[CH:20][C:19]2[C:14](=[CH:15][CH:16]=[C:17]([O:22]C)[CH:18]=2)[CH:13]=1)=[O:11].B(Br)(Br)Br. The catalyst is ClCCl. The product is [F:1][C:2]1[CH:9]=[CH:8][C:5]([C:6]#[N:7])=[CH:4][C:3]=1[C:10]([C:12]1[CH:21]=[CH:20][C:19]2[C:14](=[CH:15][CH:16]=[C:17]([OH:22])[CH:18]=2)[CH:13]=1)=[O:11]. The yield is 0.660.